Dataset: Ames mutagenicity test results for genotoxicity prediction. Task: Regression/Classification. Given a drug SMILES string, predict its toxicity properties. Task type varies by dataset: regression for continuous values (e.g., LD50, hERG inhibition percentage) or binary classification for toxic/non-toxic outcomes (e.g., AMES mutagenicity, cardiotoxicity, hepatotoxicity). Dataset: ames. (1) The drug is O[C@H]1C=C2c3ccc4ccccc4c3-c3cccc(c32)[C@@H]1O. The result is 1 (mutagenic). (2) The drug is NC(=O)N(CC(=O)O)N=O. The result is 0 (non-mutagenic). (3) The compound is CNc1ccc2nc(C)cnc2c1C. The result is 1 (mutagenic). (4) The compound is CC(=O)OO[N+](=O)[O-]. The result is 1 (mutagenic). (5) The compound is O=S(=O)(O)c1cc(S(=O)(=O)O)c2c(N=Nc3ccc(S(=O)(=O)O)c4ccccc34)c(O)ccc2c1. The result is 0 (non-mutagenic). (6) The compound is COc1ccc2[nH]cc(CCNC(C)=O)c2c1. The result is 0 (non-mutagenic). (7) The molecule is CCCCCCc1ccc(-c2ccc(C#N)cc2)cc1. The result is 0 (non-mutagenic).